This data is from Forward reaction prediction with 1.9M reactions from USPTO patents (1976-2016). The task is: Predict the product of the given reaction. (1) Given the reactants I[CH2:2][C@@H:3]1[NH:9][C:8](=[O:10])[C:7]2[CH:11]=[CH:12][CH:13]=[CH:14][C:6]=2[CH:5]=[CH:4]1.[CH2:15]([O:22][C:23]1[CH:28]=[C:27](I)[CH:26]=[CH:25][C:24]=1[N:30]1[S:34](=[O:36])(=[O:35])[N:33]([CH2:37][CH2:38][Si:39]([CH3:42])([CH3:41])[CH3:40])[C:32](=[O:43])[CH2:31]1)[C:16]1[CH:21]=[CH:20][CH:19]=[CH:18][CH:17]=1, predict the reaction product. The product is: [CH2:15]([O:22][C:23]1[CH:28]=[C:27]([CH:26]=[CH:25][C:24]=1[N:30]1[CH2:31][C:32](=[O:43])[N:33]([CH2:37][CH2:38][Si:39]([CH3:40])([CH3:41])[CH3:42])[S:34]1(=[O:35])=[O:36])[CH2:2][C@@H:3]1[NH:9][C:8](=[O:10])[C:7]2[CH:11]=[CH:12][CH:13]=[CH:14][C:6]=2[CH:5]=[CH:4]1)[C:16]1[CH:21]=[CH:20][CH:19]=[CH:18][CH:17]=1. (2) Given the reactants [CH2:1]([C:3]1[C:8]([C:9]#[N:10])=[C:7]([O:11][CH3:12])[N:6]=[C:5]([CH3:13])[CH:4]=1)[CH3:2].[Li+].C[Si]([N-][Si](C)(C)C)(C)C.Br[CH2:25][CH:26]=[CH2:27], predict the reaction product. The product is: [CH3:12][O:11][C:7]1[N:6]=[C:5]([CH3:13])[CH:4]=[C:3]([CH:1]([CH2:27][CH:26]=[CH2:25])[CH3:2])[C:8]=1[C:9]#[N:10]. (3) Given the reactants [F:1][C:2]1[CH:7]=[CH:6][CH:5]=[C:4]([F:8])[C:3]=1[C:9]1[NH:17][C:16]2[CH2:15][CH2:14][N:13]([C:18]3[N:19]([CH2:27][CH3:28])[N:20]=[C:21]([C:23]([F:26])([F:25])[F:24])[CH:22]=3)[CH2:12][C:11]=2[CH:10]=1.C([O-])([O-])=[O:30].[K+].[K+], predict the reaction product. The product is: [F:8][C:4]1[CH:5]=[CH:6][CH:7]=[C:2]([F:1])[C:3]=1[C:9]1[NH:17][C:16]2[CH2:15][CH2:14][N:13]([C:18]3[N:19]([CH2:27][CH3:28])[N:20]=[C:21]([C:23]([F:26])([F:25])[F:24])[CH:22]=3)[C:12](=[O:30])[C:11]=2[CH:10]=1.